From a dataset of Full USPTO retrosynthesis dataset with 1.9M reactions from patents (1976-2016). Predict the reactants needed to synthesize the given product. (1) Given the product [CH2:1]([C:3]1[CH:8]=[N:7][C:6]([N:9]2[CH2:14][CH2:13][CH:12]([C:15]3[S:16][CH:17]=[C:18]([CH2:20][O:21][C:22]4[CH:23]=[CH:24][C:25]([S:28]([C:29]([F:31])([F:32])[F:30])=[O:41])=[CH:26][CH:27]=4)[N:19]=3)[CH2:11][CH2:10]2)=[N:5][CH:4]=1)[CH3:2], predict the reactants needed to synthesize it. The reactants are: [CH2:1]([C:3]1[CH:4]=[N:5][C:6]([N:9]2[CH2:14][CH2:13][CH:12]([C:15]3[S:16][CH:17]=[C:18]([CH2:20][O:21][C:22]4[CH:27]=[CH:26][C:25]([S:28][C:29]([F:32])([F:31])[F:30])=[CH:24][CH:23]=4)[N:19]=3)[CH2:11][CH2:10]2)=[N:7][CH:8]=1)[CH3:2].ClC1C=C(C(OO)=[O:41])C=CC=1. (2) Given the product [F:1][C:2]1[CH:3]=[CH:4][C:5]([N+:9]([O-:11])=[O:10])=[C:6]([O:8][CH3:12])[CH:7]=1, predict the reactants needed to synthesize it. The reactants are: [F:1][C:2]1[CH:3]=[CH:4][C:5]([N+:9]([O-:11])=[O:10])=[C:6]([OH:8])[CH:7]=1.[C:12](=O)([O-])[O-].[K+].[K+].COS(OC)(=O)=O.ClCCl. (3) Given the product [ClH:45].[Cl:45][C:26]1[C:25]([CH2:24][CH2:23][NH:8][CH2:9][C:10]2[CH:15]=[CH:14][C:13]([N:16]3[CH2:21][CH2:20][N:19]([CH3:22])[CH2:18][CH2:17]3)=[CH:12][CH:11]=2)=[CH:30][C:29]([O:31][CH3:32])=[C:28]([NH:33][C:34]([NH:36][C:37]2[CH:42]=[N:41][C:40]([C:43]#[N:44])=[CH:39][N:38]=2)=[O:35])[CH:27]=1, predict the reactants needed to synthesize it. The reactants are: Cl.C(OC(=O)[N:8]([CH2:23][CH2:24][C:25]1[CH:30]=[C:29]([O:31][CH3:32])[C:28]([NH:33][C:34]([NH:36][C:37]2[CH:42]=[N:41][C:40]([C:43]#[N:44])=[CH:39][N:38]=2)=[O:35])=[CH:27][C:26]=1[Cl:45])[CH2:9][C:10]1[CH:15]=[CH:14][C:13]([N:16]2[CH2:21][CH2:20][N:19]([CH3:22])[CH2:18][CH2:17]2)=[CH:12][CH:11]=1)(C)(C)C.C(OCC)C. (4) The reactants are: [Br:1][C:2]1[CH:6]=[C:5]([C:7]([O:9]C)=[O:8])[N:4]([C:11]2[CH:16]=[CH:15][CH:14]=[CH:13][C:12]=2[Cl:17])[N:3]=1.[OH-].[Na+]. Given the product [Br:1][C:2]1[CH:6]=[C:5]([C:7]([OH:9])=[O:8])[N:4]([C:11]2[CH:16]=[CH:15][CH:14]=[CH:13][C:12]=2[Cl:17])[N:3]=1, predict the reactants needed to synthesize it. (5) Given the product [Cl:15][C:16]1[CH:25]=[CH:24][C:19]2[N:20]=[C:21]([S:23][CH2:2][C:3]([N:5]3[C:14]4[C:9](=[CH:10][CH:11]=[CH:12][CH:13]=4)[CH2:8][CH2:7][CH2:6]3)=[O:4])[S:22][C:18]=2[CH:17]=1, predict the reactants needed to synthesize it. The reactants are: Cl[CH2:2][C:3]([N:5]1[C:14]2[C:9](=[CH:10][CH:11]=[CH:12][CH:13]=2)[CH2:8][CH2:7][CH2:6]1)=[O:4].[Cl:15][C:16]1[CH:25]=[CH:24][C:19]2[N:20]=[C:21]([SH:23])[S:22][C:18]=2[CH:17]=1.